Dataset: Reaction yield outcomes from USPTO patents with 853,638 reactions. Task: Predict the reaction yield, written as a fraction of the theoretical maximum amount of product (1.0 means a 100% yield; for example, 0.34 means a 34% yield). (1) The reactants are [NH2:1][C@H:2]1[CH2:7][CH2:6][N:5]([C:8]([O:10][C:11]([CH3:14])([CH3:13])[CH3:12])=[O:9])[CH2:4][C@H:3]1[O:15][CH2:16][CH3:17].C(=O)(O)[O-].[Na+].Cl[C:24]([O:26][CH2:27][C:28]1[CH:33]=[CH:32][CH:31]=[CH:30][CH:29]=1)=[O:25].C1COCC1. The catalyst is O. The product is [CH2:27]([O:26][C:24]([NH:1][C@H:2]1[CH2:7][CH2:6][N:5]([C:8]([O:10][C:11]([CH3:12])([CH3:13])[CH3:14])=[O:9])[CH2:4][C@H:3]1[O:15][CH2:16][CH3:17])=[O:25])[C:28]1[CH:33]=[CH:32][CH:31]=[CH:30][CH:29]=1. The yield is 1.00. (2) The reactants are [CH2:1]1[C@@H:5]2[C@@H:6]3[C:11](=[O:12])[O:10][C:8](=[O:9])[C@@H:7]3[C@H:2]1[CH:3]=[CH:4]2.C1(C)C=CC=CC=1.COC1C=CC2N=CC=C([C@@H](O)[C@H]3N4C[C@H](C=C)[C@@H](CC4)C3)C=2C=1.[CH3:44][OH:45]. The catalyst is C(Cl)(Cl)(Cl)Cl. The product is [CH3:44][O:45][C:11]([C@@H:6]1[C@@H:5]2[CH2:1][C@@H:2]([CH:3]=[CH:4]2)[C@@H:7]1[C:8]([OH:10])=[O:9])=[O:12]. The yield is 0.990. (3) The reactants are [C:1]([CH2:9][CH2:10][C:11]([OH:13])=[O:12])(=[O:8])[C:2]1[CH:7]=[CH:6][CH:5]=[CH:4][CH:3]=1.OS(O)(=O)=O.[CH3:19]O. No catalyst specified. The product is [C:1]([CH2:9][CH2:10][C:11]([O:13][CH3:19])=[O:12])(=[O:8])[C:2]1[CH:7]=[CH:6][CH:5]=[CH:4][CH:3]=1. The yield is 1.00. (4) The reactants are [NH2:1][C:2]1[N:3]([CH3:24])[C:4](=[O:23])[C:5]2([C:15]3[C:10](=[CH:11][CH:12]=[C:13](Br)[CH:14]=3)[O:9][CH:8]([C:17]3[CH:22]=[CH:21][CH:20]=[CH:19][CH:18]=3)[CH2:7]2)[N:6]=1.[C:25]([C:27]1[CH:32]=[CH:31][CH:30]=[CH:29][C:28]=1B(O)O)#[N:26]. The catalyst is O1CCOCC1.C([O-])([O-])=O.[Cs+].[Cs+].Cl[Pd](Cl)([P](C1C=CC=CC=1)(C1C=CC=CC=1)C1C=CC=CC=1)[P](C1C=CC=CC=1)(C1C=CC=CC=1)C1C=CC=CC=1. The product is [NH2:1][C:2]1[N:3]([CH3:24])[C:4](=[O:23])[C:5]2([C:15]3[C:10](=[CH:11][CH:12]=[C:13]([C:28]4[CH:29]=[CH:30][CH:31]=[CH:32][C:27]=4[C:25]#[N:26])[CH:14]=3)[O:9][CH:8]([C:17]3[CH:22]=[CH:21][CH:20]=[CH:19][CH:18]=3)[CH2:7]2)[N:6]=1. The yield is 0.130. (5) The reactants are C(OC([NH:8][C:9]1[CH:14]=[C:13]([O:15][C:16]2[CH:17]=[C:18]([CH2:22][CH2:23][C:24]([O:26][CH3:27])=[O:25])[CH:19]=[CH:20][CH:21]=2)[CH:12]=[CH:11][N:10]=1)=O)(C)(C)C.FC(F)(F)C(O)=O. The catalyst is O. The product is [NH2:8][C:9]1[CH:14]=[C:13]([O:15][C:16]2[CH:17]=[C:18]([CH2:22][CH2:23][C:24]([O:26][CH3:27])=[O:25])[CH:19]=[CH:20][CH:21]=2)[CH:12]=[CH:11][N:10]=1. The yield is 1.00. (6) The reactants are [C:1]1([CH:7]([C:18]2[CH:23]=[CH:22][CH:21]=[CH:20][CH:19]=2)[N:8](C2C=CC=CC=2)[C:9](=[O:11])[O-])[CH:6]=[CH:5][CH:4]=[CH:3][CH:2]=1.[C:24]1([C:30]2([C:36]3[CH:41]=[CH:40][CH:39]=[CH:38][CH:37]=3)[CH2:35][CH2:34][NH:33][CH2:32][CH2:31]2)[CH:29]=[CH:28][CH:27]=[CH:26][CH:25]=1.C1CCN2C(=NCCC2)CC1. The catalyst is C1COCC1. The product is [C:18]1([CH:7]([C:1]2[CH:2]=[CH:3][CH:4]=[CH:5][CH:6]=2)[NH:8][C:9]([N:33]2[CH2:34][CH2:35][C:30]([C:24]3[CH:29]=[CH:28][CH:27]=[CH:26][CH:25]=3)([C:36]3[CH:41]=[CH:40][CH:39]=[CH:38][CH:37]=3)[CH2:31][CH2:32]2)=[O:11])[CH:19]=[CH:20][CH:21]=[CH:22][CH:23]=1. The yield is 0.658. (7) The reactants are [Cl:1][C:2]1[CH:7]=[C:6]([Cl:8])[CH:5]=[CH:4][C:3]=1[N:9]1[C:14]2=[N:15][C:16]3[C:17](=[C:18]([CH:22]=[O:23])[CH:19]=[CH:20][CH:21]=3)[N:13]2[CH2:12][CH2:11][CH2:10]1.[CH:24]1([Mg]Br)[CH2:26][CH2:25]1. The catalyst is O1CCCC1. The product is [CH:24]1([CH:22]([C:18]2[C:17]3[N:13]4[CH2:12][CH2:11][CH2:10][N:9]([C:3]5[CH:4]=[CH:5][C:6]([Cl:8])=[CH:7][C:2]=5[Cl:1])[C:14]4=[N:15][C:16]=3[CH:21]=[CH:20][CH:19]=2)[OH:23])[CH2:26][CH2:25]1. The yield is 0.760. (8) The reactants are Cl[C:2]1[CH:7]=[C:6]([Cl:8])[N:5]=[C:4]([NH2:9])[N:3]=1.[CH3:10][CH:11]([NH2:13])[CH3:12].CCN(C(C)C)C(C)C. The catalyst is CCCCO. The product is [Cl:8][C:6]1[N:5]=[C:4]([NH2:9])[N:3]=[C:2]([NH:13][CH:11]([CH3:12])[CH3:10])[CH:7]=1. The yield is 0.990. (9) The reactants are C(OC(=O)[O:5][C:6]1[C:17]2[C:16](=[O:18])[N:15]([CH2:19][C:20]3[CH:25]=[CH:24][C:23]([F:26])=[CH:22][CH:21]=3)[C:14](=[O:27])[C:13]=2[C:12]([O:28][CH:29]([C:36]2[CH:41]=[CH:40][CH:39]=[CH:38][CH:37]=2)[C:30]2[CH:35]=[CH:34][CH:33]=[CH:32][CH:31]=2)=[C:11]2[C:7]=1[N:8]([CH2:42][C:43]1[CH:48]=[CH:47][CH:46]=[CH:45][CH:44]=1)[CH:9]=[N:10]2)C.C([O-])([O-])=O.[K+].[K+]. The catalyst is C1COCC1.CN(C1C=CN=CC=1)C.O. The product is [CH:29]([O:28][C:12]1[C:13]2[C:14](=[O:27])[N:15]([CH2:19][C:20]3[CH:21]=[CH:22][C:23]([F:26])=[CH:24][CH:25]=3)[C:16](=[O:18])[C:17]=2[C:6]([OH:5])=[C:7]2[C:11]=1[N:10]=[CH:9][N:8]2[CH2:42][C:43]1[CH:48]=[CH:47][CH:46]=[CH:45][CH:44]=1)([C:36]1[CH:37]=[CH:38][CH:39]=[CH:40][CH:41]=1)[C:30]1[CH:35]=[CH:34][CH:33]=[CH:32][CH:31]=1. The yield is 0.940.